Task: Binary Classification. Given a T-cell receptor sequence (or CDR3 region) and an epitope sequence, predict whether binding occurs between them.. Dataset: TCR-epitope binding with 47,182 pairs between 192 epitopes and 23,139 TCRs (1) The epitope is PKYVKQNTLKLAT. The TCR CDR3 sequence is CASRETGALTGELFF. Result: 0 (the TCR does not bind to the epitope). (2) The epitope is FLKEKGGL. The TCR CDR3 sequence is CASSLIPGITGELFF. Result: 1 (the TCR binds to the epitope). (3) The epitope is FLNRFTTTL. The TCR CDR3 sequence is CASSLVSSGSFTGELFF. Result: 1 (the TCR binds to the epitope). (4) Result: 1 (the TCR binds to the epitope). The epitope is KRWIIMGLNK. The TCR CDR3 sequence is CSARGGAVFYEQYF. (5) The epitope is KAYNVTQAF. The TCR CDR3 sequence is CASSIGLAEAYEQYF. Result: 1 (the TCR binds to the epitope). (6) The epitope is FLYALALLL. Result: 0 (the TCR does not bind to the epitope). The TCR CDR3 sequence is CAMSPDRVNTQYF. (7) The epitope is NLDSKVGGNY. The TCR CDR3 sequence is CASSLDVATNEKLFF. Result: 0 (the TCR does not bind to the epitope). (8) The epitope is YLNTLTLAV. The TCR CDR3 sequence is CASSEVAGGGSYNEQFF. Result: 1 (the TCR binds to the epitope).